Dataset: Forward reaction prediction with 1.9M reactions from USPTO patents (1976-2016). Task: Predict the product of the given reaction. Given the reactants [Cl:1][C:2]1[CH:7]=[CH:6][C:5]([CH2:8]O)=[C:4]([I:10])[CH:3]=1.C1C=CC(P(C2C=CC=CC=2)C2C=CC=CC=2)=CC=1.[N:30]([C:38](OC(C)C)=O)=NC(OC(C)C)=O.CC(C)(O)C#N, predict the reaction product. The product is: [Cl:1][C:2]1[CH:7]=[CH:6][C:5]([CH2:8][C:38]#[N:30])=[C:4]([I:10])[CH:3]=1.